From a dataset of NCI-60 drug combinations with 297,098 pairs across 59 cell lines. Regression. Given two drug SMILES strings and cell line genomic features, predict the synergy score measuring deviation from expected non-interaction effect. (1) Drug 2: C1C(C(OC1N2C=NC(=NC2=O)N)CO)O. Synergy scores: CSS=7.61, Synergy_ZIP=-3.63, Synergy_Bliss=0.352, Synergy_Loewe=-1.47, Synergy_HSA=0.117. Cell line: DU-145. Drug 1: C1CCC(CC1)NC(=O)N(CCCl)N=O. (2) Drug 1: CCN(CC)CCNC(=O)C1=C(NC(=C1C)C=C2C3=C(C=CC(=C3)F)NC2=O)C. Drug 2: C1CN(CCN1C(=O)CCBr)C(=O)CCBr. Cell line: SR. Synergy scores: CSS=51.4, Synergy_ZIP=4.81, Synergy_Bliss=5.63, Synergy_Loewe=-2.40, Synergy_HSA=2.51. (3) Drug 1: CC1=C(C=C(C=C1)NC(=O)C2=CC=C(C=C2)CN3CCN(CC3)C)NC4=NC=CC(=N4)C5=CN=CC=C5. Drug 2: COC1=NC(=NC2=C1N=CN2C3C(C(C(O3)CO)O)O)N. Cell line: OVCAR-8. Synergy scores: CSS=-3.39, Synergy_ZIP=3.42, Synergy_Bliss=4.53, Synergy_Loewe=-2.09, Synergy_HSA=-1.67. (4) Cell line: BT-549. Drug 1: C1=NC2=C(N1)C(=S)N=C(N2)N. Synergy scores: CSS=2.82, Synergy_ZIP=-7.28, Synergy_Bliss=-7.15, Synergy_Loewe=-7.25, Synergy_HSA=-7.23. Drug 2: CC(C)(C#N)C1=CC(=CC(=C1)CN2C=NC=N2)C(C)(C)C#N. (5) Drug 1: CC1=C2C(C(=O)C3(C(CC4C(C3C(C(C2(C)C)(CC1OC(=O)C(C(C5=CC=CC=C5)NC(=O)OC(C)(C)C)O)O)OC(=O)C6=CC=CC=C6)(CO4)OC(=O)C)O)C)O. Drug 2: CCC1=C2CN3C(=CC4=C(C3=O)COC(=O)C4(CC)O)C2=NC5=C1C=C(C=C5)O. Cell line: HCT-15. Synergy scores: CSS=6.73, Synergy_ZIP=-5.09, Synergy_Bliss=1.48, Synergy_Loewe=-18.1, Synergy_HSA=-1.32. (6) Synergy scores: CSS=-5.81, Synergy_ZIP=3.89, Synergy_Bliss=1.10, Synergy_Loewe=-2.69, Synergy_HSA=-3.77. Cell line: M14. Drug 2: CN1CCC(CC1)COC2=C(C=C3C(=C2)N=CN=C3NC4=C(C=C(C=C4)Br)F)OC. Drug 1: CNC(=O)C1=CC=CC=C1SC2=CC3=C(C=C2)C(=NN3)C=CC4=CC=CC=N4.